From a dataset of Drug-target binding data from BindingDB patent sources. Regression. Given a target protein amino acid sequence and a drug SMILES string, predict the binding affinity score between them. We predict pAffinity (pAffinity = -log10(affinity in M)). Dataset: bindingdb_patent. (1) The target protein (O60563) has sequence MEGERKNNNKRWYFTREQLENSPSRRFGVDPDKELSYRQQAANLLQDMGQRLNVSQLTINTAIVYMHRFYMIQSFTQFPGNSVAPAALFLAAKVEEQPKKLEHVIKVAHTCLHPQESLPDTRSEAYLQQVQDLVILESIILQTLGFELTIDHPHTHVVKCTQLVRASKDLAQTSYFMATNSLHLTTFSLQYTPPVVACVCIHLACKWSNWEIPVSTDGKHWWEYVDATVTLELLDELTHEFLQILEKTPNRLKRIWNWRACEAAKKTKADDRGTDEKTSEQTILNMISQSSSDTTIAGLMSMSTSTTSAVPSLPVSEESSSNLTSVEMLPGKRWLSSQPSFKLEPTQGHRTSENLALTGVDHSLPQDGSNAFISQKQNSKSVPSAKVSLKEYRAKHAEELAAQKRQLENMEANVKSQYAYAAQNLLSHHDSHSSVILKMPIEGSENPERPFLEKADKTALKMRIPVAGGDKAASSKPEEIKMRIKVHAAADKHNSVEDSV.... The pAffinity is 9.9. The drug is NC[C@H]1CC[C@@H](CC1)Nc1cc(c(Cl)cn1)-c1cccc(NCC2CCCCC2)n1. (2) The drug is Clc1cccc(c1)C(c1ccc2[nH]cnc2c1)n1ccnc1. The target protein (O43174) has sequence MGLPALLASALCTFVLPLLLFLAAIKLWDLYCVSGRDRSCALPLPPGTMGFPFFGETLQMVLQRRKFLQMKRRKYGFIYKTHLFGRPTVRVMGADNVRRILLGEHRLVSVHWPASVRTILGSGCLSNLHDSSHKQRKKVIMRAFSREALECYVPVITEEVGSSLEQWLSCGERGLLVYPEVKRLMFRIAMRILLGCEPQLAGDGDSEQQLVEAFEEMTRNLFSLPIDVPFSGLYRGMKARNLIHARIEQNIRAKICGLRASEAGQGCKDALQLLIEHSWERGERLDMQALKQSSTELLFGGHETTASAATSLITYLGLYPHVLQKVREELKSKGLLCKSNQDNKLDMEILEQLKYIGCVIKETLRLNPPVPGGFRVALKTFELNGYQIPKGWNVIYSICDTHDVAEIFTNKEEFNPDRFMLPHPEDASRFSFIPFGGGLRSCVGKEFAKILLKIFTVELARHCDWQLLNGPPTMKTSPTVYPVDNLPARFTHFHGEI. The pAffinity is 5.7. (3) The target protein (P27361) has sequence MAAAAAQGGGGGEPRRTEGVGPGVPGEVEMVKGQPFDVGPRYTQLQYIGEGAYGMVSSAYDHVRKTRVAIKKISPFEHQTYCQRTLREIQILLRFRHENVIGIRDILRASTLEAMRDVYIVQDLMETDLYKLLKSQQLSNDHICYFLYQILRGLKYIHSANVLHRDLKPSNLLINTTCDLKICDFGLARIADPEHDHTGFLTEYVATRWYRAPEIMLNSKGYTKSIDIWSVGCILAEMLSNRPIFPGKHYLDQLNHILGILGSPSQEDLNCIINMKARNYLQSLPSKTKVAWAKLFPKSDSKALDLLDRMLTFNPNKRITVEEALAHPYLEQYYDPTDEPVAEEPFTFAMELDDLPKERLKELIFQETARFQPGVLEAP. The small molecule is CC(=O)c1ccc(C)c(Nc2ncc(c(Nc3ccc(C)cc3NS(=O)(=O)C(C)=C)n2)C(F)(F)F)c1. The pAffinity is 7.0.